This data is from Forward reaction prediction with 1.9M reactions from USPTO patents (1976-2016). The task is: Predict the product of the given reaction. The product is: [C:10]([NH:4][C@:3]([CH3:2])([C:7]([OH:9])=[O:8])[CH2:5][S:6][C:15]([O:16][CH2:17][C:18]1[CH:23]=[CH:22][CH:21]=[CH:20][CH:19]=1)=[O:24])([O:12][CH2:17][C:18]1[CH:23]=[CH:22][CH:21]=[CH:20][CH:19]=1)=[O:13]. Given the reactants Cl.[CH3:2][C@@:3]([C:7]([OH:9])=[O:8])([CH2:5][SH:6])[NH2:4].[C:10](=[O:13])([O-:12])O.[Na+].[C:15](Cl)(=[O:24])[O:16][CH2:17][C:18]1[CH:23]=[CH:22][CH:21]=[CH:20][CH:19]=1.Cl, predict the reaction product.